Task: Predict the reaction yield, written as a fraction of the theoretical maximum amount of product (1.0 means a 100% yield; for example, 0.34 means a 34% yield).. Dataset: Reaction yield outcomes from USPTO patents with 853,638 reactions (1) The reactants are [NH2:1][C:2]1[C:3]([C:11]([O:13]C)=[O:12])=[N:4][CH:5]=[N:6][C:7]=1[CH:8]([CH3:10])[CH3:9].O.[OH-].[Li+]. The catalyst is C1COCC1.O. The product is [NH2:1][C:2]1[C:3]([C:11]([OH:13])=[O:12])=[N:4][CH:5]=[N:6][C:7]=1[CH:8]([CH3:10])[CH3:9]. The yield is 0.930. (2) The reactants are [Br:1][C:2]([CH3:7])([CH3:6])[C:3](Br)=[O:4].[CH2:8]([NH2:15])[C:9]1[CH:14]=[CH:13][CH:12]=[CH:11][CH:10]=1. The catalyst is CCOC(C)=O. The product is [Br:1][C:2]([CH3:7])([CH3:6])[C:3]([NH:15][CH2:8][C:9]1[CH:14]=[CH:13][CH:12]=[CH:11][CH:10]=1)=[O:4]. The yield is 0.910. (3) The reactants are [CH:1](=O)[C:2]1[CH:7]=[CH:6][CH:5]=[CH:4][CH:3]=1.[C:9](#[N:13])[CH2:10][C:11]#[N:12].C(N(CC)CC)C.[C:21]1([N:27]2[C:31](=[O:32])[CH2:30][C:29]([C:33]3[CH:38]=[CH:37][CH:36]=[CH:35][CH:34]=3)=[N:28]2)[CH:26]=[CH:25][CH:24]=[CH:23][CH:22]=1. The catalyst is C(O)C. The product is [NH2:12][C:11]1[O:32][C:31]2[N:27]([C:21]3[CH:26]=[CH:25][CH:24]=[CH:23][CH:22]=3)[N:28]=[C:1]([C:2]3[CH:7]=[CH:6][CH:5]=[CH:4][CH:3]=3)[C:30]=2[CH:29]([C:33]2[CH:38]=[CH:37][CH:36]=[CH:35][CH:34]=2)[C:10]=1[C:9]#[N:13]. The yield is 0.290. (4) The reactants are [F:1][C:2]1[CH:7]=[CH:6][C:5]([C:8](N(C)C)=[CH:9][C:10]2[CH:15]=[CH:14][C:13]([C:16]([F:19])([F:18])[F:17])=[CH:12][CH:11]=2)=[CH:4][CH:3]=1.C(O)(=[O:25])C.Cl. The catalyst is O. The product is [F:1][C:2]1[CH:7]=[CH:6][C:5]([C:8](=[O:25])[CH2:9][C:10]2[CH:15]=[CH:14][C:13]([C:16]([F:19])([F:18])[F:17])=[CH:12][CH:11]=2)=[CH:4][CH:3]=1. The yield is 0.903. (5) The reactants are C(N(CC)C(C)C)(C)C.CN(C(ON1N=NC2C=CC=NC1=2)=[N+](C)C)C.F[P-](F)(F)(F)(F)F.[N:34]1[CH:39]=[CH:38][C:37]([CH2:40][S:41][C:42]2[C:47]([C:48]([OH:50])=O)=[CH:46][CH:45]=[CH:44][N:43]=2)=[CH:36][CH:35]=1.[Cl:51][C:52]1[CH:58]=[CH:57][C:55]([NH2:56])=[CH:54][CH:53]=1.C(=O)([O-])O.[Na+]. The catalyst is CN(C)C=O. The product is [Cl:51][C:52]1[CH:58]=[CH:57][C:55]([NH:56][C:48]([C:47]2[C:42]([S:41][CH2:40][C:37]3[CH:36]=[CH:35][N:34]=[CH:39][CH:38]=3)=[N:43][CH:44]=[CH:45][CH:46]=2)=[O:50])=[CH:54][CH:53]=1. The yield is 0.910. (6) The yield is 0.920. The reactants are [N+:1]([C:4]1[CH:9]=[CH:8][C:7]([OH:10])=[CH:6][CH:5]=1)([O-:3])=[O:2].Cl[CH2:12][C:13]1[O:17][N:16]=[C:15]([C:18]2[CH:23]=[CH:22][CH:21]=[CH:20][CH:19]=2)[N:14]=1.C([O-])([O-])=O.[K+].[K+]. The catalyst is CC(C)=O. The product is [N+:1]([C:4]1[CH:9]=[CH:8][C:7]([O:10][CH2:12][C:13]2[O:17][N:16]=[C:15]([C:18]3[CH:19]=[CH:20][CH:21]=[CH:22][CH:23]=3)[N:14]=2)=[CH:6][CH:5]=1)([O-:3])=[O:2]. (7) The reactants are Br.[NH2:2][C:3]1[N:8]=[CH:7][N:6]2[CH:9]=[C:10]([C:12]3[CH:13]=[C:14]([OH:18])[CH:15]=[CH:16][CH:17]=3)[N:11]=[C:5]2[CH:4]=1.CN(C=O)C.[CH3:24][O:25][C:26](=[O:29])[CH2:27]Br.C([O-])([O-])=O.[Cs+].[Cs+]. The catalyst is C(Cl)Cl.CO. The yield is 0.580. The product is [CH3:24][O:25][C:26](=[O:29])[CH2:27][O:18][C:14]1[CH:15]=[CH:16][CH:17]=[C:12]([C:10]2[N:11]=[C:7]3[N:8]=[C:3]([NH2:2])[CH:4]=[CH:5][N:6]3[CH:9]=2)[CH:13]=1. (8) The reactants are [CH:1]1([C:4]2[N:5]=[C:6]3[C:12]([C:13](O)=[O:14])=[CH:11][N:10]([CH2:16][O:17][CH2:18][CH2:19][Si:20]([CH3:23])([CH3:22])[CH3:21])[C:7]3=[N:8][CH:9]=2)[CH2:3][CH2:2]1.C(N1C=CN=C1)(N1C=CN=C1)=O.[CH:36]1([CH2:42][NH2:43])[CH2:41][CH2:40][CH2:39][CH2:38][CH2:37]1. The catalyst is C1COCC1. The product is [CH:36]1([CH2:42][NH:43][C:13]([C:12]2[C:6]3[C:7](=[N:8][CH:9]=[C:4]([CH:1]4[CH2:2][CH2:3]4)[N:5]=3)[N:10]([CH2:16][O:17][CH2:18][CH2:19][Si:20]([CH3:22])([CH3:23])[CH3:21])[CH:11]=2)=[O:14])[CH2:41][CH2:40][CH2:39][CH2:38][CH2:37]1. The yield is 0.990.